Task: Predict the reaction yield, written as a fraction of the theoretical maximum amount of product (1.0 means a 100% yield; for example, 0.34 means a 34% yield).. Dataset: Reaction yield outcomes from USPTO patents with 853,638 reactions (1) The reactants are [Cl:1][C:2]1[C:6]2[CH:7]=[N:8][CH:9]=[CH:10][C:5]=2[NH:4][CH:3]=1.C(N(CC)CC)C.Cl[C:19]([O:21][CH2:22][C:23]1[CH:28]=[CH:27][CH:26]=[CH:25][CH:24]=1)=[O:20]. The catalyst is ClCCl. The product is [Cl:1][C:2]1[C:6]2[CH:7]=[N:8][CH:9]=[CH:10][C:5]=2[N:4]([C:19]([O:21][CH2:22][C:23]2[CH:28]=[CH:27][CH:26]=[CH:25][CH:24]=2)=[O:20])[CH:3]=1. The yield is 1.00. (2) The reactants are [F:1][C:2]([F:7])([F:6])[CH2:3][CH2:4][OH:5].[Cl:8][C:9]1[N:14]=[CH:13][C:12](O)=[CH:11][N:10]=1. No catalyst specified. The product is [Cl:8][C:9]1[N:14]=[CH:13][C:12]([O:5][CH2:4][CH2:3][C:2]([F:7])([F:6])[F:1])=[CH:11][N:10]=1. The yield is 0.920. (3) The reactants are [C:1]([C:5]1[CH:11]=[CH:10][C:9]([N+:12]([O-:14])=[O:13])=[CH:8][C:6]=1N)([CH3:4])([CH3:3])[CH3:2].N([O-])=[O:16].[Na+].NC(N)=O.OS(O)(=O)=O.O. The catalyst is OS(O)(=O)=O.O. The product is [C:1]([C:5]1[CH:11]=[CH:10][C:9]([N+:12]([O-:14])=[O:13])=[CH:8][C:6]=1[OH:16])([CH3:4])([CH3:3])[CH3:2]. The yield is 0.620. (4) The reactants are [Cl:1][C:2]1[CH:3]=[CH:4][C:5]([N+:10]([O-:12])=[O:11])=[C:6]([CH:9]=1)[CH2:7]O.C(N(CC)CC)C.S(Cl)([Cl:22])=O. The catalyst is ClCCl. The product is [Cl:1][C:2]1[CH:3]=[CH:4][C:5]([N+:10]([O-:12])=[O:11])=[C:6]([CH2:7][Cl:22])[CH:9]=1. The yield is 0.990. (5) The reactants are [CH3:1][C:2]1[CH:7]=[CH:6][C:5]([C:8]2[N:9]([C:17]3[CH:22]=[CH:21][C:20]([S:23](C)(=[O:25])=[O:24])=[CH:19][CH:18]=3)[CH:10]=[C:11]([C:13]([F:16])([F:15])[F:14])[N:12]=2)=[CH:4][N:3]=1.C([Mg]Cl)CCC.C(B(CC)CC)C.C([O-])(=O)C.[Na+].[NH2:45]OS(O)(=O)=O. The catalyst is O1CCCC1.O. The product is [CH3:1][C:2]1[N:3]=[CH:4][C:5]([C:8]2[N:9]([C:17]3[CH:22]=[CH:21][C:20]([S:23]([NH2:45])(=[O:25])=[O:24])=[CH:19][CH:18]=3)[CH:10]=[C:11]([C:13]([F:16])([F:15])[F:14])[N:12]=2)=[CH:6][CH:7]=1. The yield is 0.120. (6) The reactants are [C:1]([NH:11][C@H:12]([C:16]([O:18][C:19]1[CH:24]=[CH:23][C:22]([CH2:25][C:26]([O:28][CH2:29]Cl)=[O:27])=[CH:21][CH:20]=1)=[O:17])[CH:13]([CH3:15])[CH3:14])([O:3][CH2:4][C:5]1[CH:10]=[CH:9][CH:8]=[CH:7][CH:6]=1)=[O:2].[I-:31].[Na+]. The catalyst is C(#N)C. The product is [C:1]([NH:11][C@H:12]([C:16]([O:18][C:19]1[CH:24]=[CH:23][C:22]([CH2:25][C:26]([O:28][CH2:29][I:31])=[O:27])=[CH:21][CH:20]=1)=[O:17])[CH:13]([CH3:15])[CH3:14])([O:3][CH2:4][C:5]1[CH:10]=[CH:9][CH:8]=[CH:7][CH:6]=1)=[O:2]. The yield is 0.800. (7) The reactants are C([O:8][C:9]([C@@:11]1([CH2:65][F:66])[CH2:16][CH2:15][C:14]([C:17]2[C:18]([CH3:64])([CH3:63])[C@H:19]3[C@:32]([CH3:35])([CH2:33][CH:34]=2)[C@@H:31]2[C@:22]([CH3:62])([C@@:23]4([CH3:61])[C@H:28]([CH2:29][CH2:30]2)[C@H:27]2[C@H:36]([C:39]([CH3:41])=[CH2:40])[CH2:37][CH2:38][C@:26]2([NH:42][CH2:43][CH2:44][N:45]2[CH2:50][CH2:49][C:48]([C:56]([O:58][CH2:59][CH3:60])=[O:57])([C:51]([O:53][CH2:54][CH3:55])=[O:52])[CH2:47][CH2:46]2)[CH2:25][CH2:24]4)[CH2:21][CH2:20]3)=[CH:13][CH2:12]1)=[O:10])C1C=CC=CC=1.[C:67]([SiH:71]([CH3:73])[CH3:72])([CH3:70])([CH3:69])[CH3:68]. The catalyst is ClCCCl.C([O-])(=O)C.[Pd+2].C([O-])(=O)C. The product is [Si:71]([O:10][C:9]([C@@:11]1([CH2:65][F:66])[CH2:16][CH2:15][C:14]([C:17]2[C:18]([CH3:64])([CH3:63])[C@H:19]3[C@:32]([CH3:35])([CH2:33][CH:34]=2)[C@@H:31]2[C@:22]([CH3:62])([C@@:23]4([CH3:61])[C@H:28]([CH2:29][CH2:30]2)[C@H:27]2[C@H:36]([C:39]([CH3:41])=[CH2:40])[CH2:37][CH2:38][C@:26]2([NH:42][CH2:43][CH2:44][N:45]2[CH2:46][CH2:47][C:48]([C:56]([O:58][CH2:59][CH3:60])=[O:57])([C:51]([O:53][CH2:54][CH3:55])=[O:52])[CH2:49][CH2:50]2)[CH2:25][CH2:24]4)[CH2:21][CH2:20]3)=[CH:13][CH2:12]1)=[O:8])([C:67]([CH3:70])([CH3:69])[CH3:68])([CH3:73])[CH3:72]. The yield is 1.00.